This data is from HIV replication inhibition screening data with 41,000+ compounds from the AIDS Antiviral Screen. The task is: Binary Classification. Given a drug SMILES string, predict its activity (active/inactive) in a high-throughput screening assay against a specified biological target. (1) The molecule is CC(=O)Oc1c(Br)cc(-c2oc(-c3cc(Br)c(OC(C)=O)c(Br)c3)c3ccccc23)cc1Br. The result is 0 (inactive). (2) The molecule is Oc1ccncc1-c1cnccc1O. The result is 0 (inactive). (3) The drug is COc1c(Cc2cc(Cl)cc(S(=O)(=O)N(C)C)c2OC)cc(Cl)cc1S(=O)(=O)N(C)C. The result is 0 (inactive). (4) The compound is O=C(Nc1ccccc1C(=O)NCc1ccccc1)C(=Cc1ccccc1O)NC(=O)c1ccccc1. The result is 0 (inactive).